This data is from Forward reaction prediction with 1.9M reactions from USPTO patents (1976-2016). The task is: Predict the product of the given reaction. (1) Given the reactants [C:1]([O:5][C:6](=[O:44])[NH:7][CH:8]([CH2:17][C:18]1[CH:23]=[CH:22][C:21]([O:24][C:25]2[CH:30]=[CH:29][C:28]([CH2:31][CH2:32][C:33](=[O:43])[NH:34][O:35]CC3C=CC=CC=3)=[CH:27][CH:26]=2)=[CH:20][CH:19]=1)[C:9]([N:11]1[CH2:16][CH2:15][O:14][CH2:13][CH2:12]1)=[O:10])([CH3:4])([CH3:3])[CH3:2].[H][H], predict the reaction product. The product is: [C:1]([O:5][C:6](=[O:44])[NH:7][CH:8]([CH2:17][C:18]1[CH:23]=[CH:22][C:21]([O:24][C:25]2[CH:26]=[CH:27][C:28]([CH2:31][CH2:32][C:33](=[O:43])[NH:34][OH:35])=[CH:29][CH:30]=2)=[CH:20][CH:19]=1)[C:9]([N:11]1[CH2:12][CH2:13][O:14][CH2:15][CH2:16]1)=[O:10])([CH3:4])([CH3:2])[CH3:3]. (2) Given the reactants CC[Mg+].[Br-:4].C1C=CC(C(C2NC=CC=2)C2NC=CC=2)=CC=1.C[C:23]1[CH:37]=[CH:36][C:26]([C:27](=[O:35])[S:28][C:29]2[CH:34]=[CH:33][CH:32]=[CH:31][N:30]=2)=[CH:25][CH:24]=1, predict the reaction product. The product is: [Br:4][C:23]1[CH:37]=[CH:36][C:26]([C:27](=[O:35])[S:28][C:29]2[CH:34]=[CH:33][CH:32]=[CH:31][N:30]=2)=[CH:25][CH:24]=1. (3) Given the reactants [CH2:1]1[CH2:3][CH:2]1[CH:4]1[C:9](=[O:10])[N:8](CC2C=CC(OC)=CC=2)[C:7]2[CH:20]=[C:21]([N+:24]([O-:26])=[O:25])[CH:22]=[CH:23][C:6]=2[O:5]1, predict the reaction product. The product is: [CH2:3]1[CH2:1][CH:2]1[CH:4]1[C:9](=[O:10])[NH:8][C:7]2[CH:20]=[C:21]([N+:24]([O-:26])=[O:25])[CH:22]=[CH:23][C:6]=2[O:5]1. (4) Given the reactants [CH3:1][S:2][C:3]1[NH:4][CH:5]=[C:6]([CH2:10][C:11]2[CH:12]=[N:13][CH:14]=[N:15][CH:16]=2)[C:7](=[O:9])[N:8]=1.[CH3:17]I, predict the reaction product. The product is: [CH3:17][N:4]1[CH:5]=[C:6]([CH2:10][C:11]2[CH:12]=[N:13][CH:14]=[N:15][CH:16]=2)[C:7](=[O:9])[N:8]=[C:3]1[S:2][CH3:1]. (5) Given the reactants [Br:1][C:2]1[CH:7]=[CH:6][C:5]([C@@H:8]([N:10]2[CH2:15][CH2:14][C@@:13]([C:19]3[CH:24]=[CH:23][C:22]([F:25])=[CH:21][CH:20]=3)([CH2:16][CH2:17]O)[O:12][C:11]2=[O:26])[CH3:9])=[CH:4][CH:3]=1.[F:27][CH2:28][CH2:29][NH2:30], predict the reaction product. The product is: [Br:1][C:2]1[CH:7]=[CH:6][C:5]([C@@H:8]([N:10]2[CH2:15][CH2:14][C@:13]([CH2:16][CH2:17][NH:30][CH2:29][CH2:28][F:27])([C:19]3[CH:20]=[CH:21][C:22]([F:25])=[CH:23][CH:24]=3)[O:12][C:11]2=[O:26])[CH3:9])=[CH:4][CH:3]=1. (6) Given the reactants [CH:1](NN=NC1C=CC(C)=CC=1)([CH3:3])[CH3:2].[OH:14][C@@H:15]1[CH2:19][C:18](=[O:20])[C@H:17]([S:21][CH2:22][CH2:23][CH2:24][S:25][CH2:26][C:27]([OH:29])=[O:28])[C@H:16]1/[CH:30]=[CH:31]/[C@@H:32]([OH:38])[CH2:33][CH2:34][CH2:35][CH2:36][CH3:37], predict the reaction product. The product is: [CH:1]([O:28][C:27](=[O:29])[CH2:26][S:25][CH2:24][CH2:23][CH2:22][S:21][C@H:17]1[C:18](=[O:20])[CH2:19][C@@H:15]([OH:14])[C@@H:16]1/[CH:30]=[CH:31]/[C@@H:32]([OH:38])[CH2:33][CH2:34][CH2:35][CH2:36][CH3:37])([CH3:3])[CH3:2].